From a dataset of Forward reaction prediction with 1.9M reactions from USPTO patents (1976-2016). Predict the product of the given reaction. (1) Given the reactants [NH2:1][C:2]1[CH:3]=[C:4]([NH:12][C:13](=[O:30])[C:14]2[CH:19]=[CH:18][CH:17]=[N:16][C:15]=2[NH:20][C:21]2[CH:29]=[C:28]3[C:24]([CH:25]=[N:26][NH:27]3)=[CH:23][CH:22]=2)[CH:5]=[CH:6][C:7]=1[C:8]([CH3:11])([CH3:10])[CH3:9].[C:31]([N:38]1[CH2:43][CH2:42][C:41](=O)[CH2:40][CH2:39]1)([O:33][C:34]([CH3:37])([CH3:36])[CH3:35])=[O:32], predict the reaction product. The product is: [C:8]([C:7]1[CH:6]=[CH:5][C:4]([NH:12][C:13](=[O:30])[C:14]2[CH:19]=[CH:18][CH:17]=[N:16][C:15]=2[NH:20][C:21]2[CH:29]=[C:28]3[C:24]([CH:25]=[N:26][NH:27]3)=[CH:23][CH:22]=2)=[CH:3][C:2]=1[NH:1][CH:41]1[CH2:42][CH2:43][N:38]([C:31]([O:33][C:34]([CH3:37])([CH3:36])[CH3:35])=[O:32])[CH2:39][CH2:40]1)([CH3:11])([CH3:10])[CH3:9]. (2) Given the reactants ClC1C=CC(C2CCC[CH2:11][N:10](C(C3C=C(NC)N=NC=3)=O)[CH2:9]2)=CC=1.Cl[C:26]1[N:31]=[N:30][CH:29]=[C:28]([C:32]([N:34]2[CH2:40][CH2:39][CH2:38][CH2:37][CH:36]([C:41]3[CH:46]=[CH:45][C:44]([O:47][CH3:48])=[CH:43][CH:42]=3)[CH2:35]2)=[O:33])[CH:27]=1.CNC, predict the reaction product. The product is: [CH3:48][O:47][C:44]1[CH:45]=[CH:46][C:41]([CH:36]2[CH2:37][CH2:38][CH2:39][CH2:40][N:34]([C:32]([C:28]3[CH:27]=[C:26]([N:10]([CH3:11])[CH3:9])[N:31]=[N:30][CH:29]=3)=[O:33])[CH2:35]2)=[CH:42][CH:43]=1. (3) Given the reactants Cl[C:2]1[NH:3][C:4]2[CH:10]=[CH:9][CH:8]=[CH:7][C:5]=2[N:6]=1.[F:11][C:12]1[CH:18]=[CH:17][C:15]([NH2:16])=[CH:14][C:13]=1[CH3:19], predict the reaction product. The product is: [N:6]1[C:5]2[CH:7]=[CH:8][CH:9]=[CH:10][C:4]=2[NH:3][C:2]=1[NH:16][C:15]1[CH:17]=[CH:18][C:12]([F:11])=[C:13]([CH3:19])[CH:14]=1. (4) Given the reactants [CH2:1]([C:3]1[N:7]([C:8]2[CH:13]=[CH:12][C:11]([OH:14])=[CH:10][CH:9]=2)[C:6]2[CH:15]=[CH:16][CH:17]=[C:18]([C:19]([F:22])([F:21])[F:20])[C:5]=2[N:4]=1)[CH3:2].F[C:24]1[CH:31]=[CH:30][C:27]([C:28]#[N:29])=[C:26]([S:32]([CH3:35])(=[O:34])=[O:33])[CH:25]=1, predict the reaction product. The product is: [CH2:1]([C:3]1[N:7]([C:8]2[CH:9]=[CH:10][C:11]([O:14][C:24]3[CH:31]=[CH:30][C:27]([C:28]#[N:29])=[C:26]([S:32]([CH3:35])(=[O:33])=[O:34])[CH:25]=3)=[CH:12][CH:13]=2)[C:6]2[CH:15]=[CH:16][CH:17]=[C:18]([C:19]([F:22])([F:21])[F:20])[C:5]=2[N:4]=1)[CH3:2]. (5) The product is: [CH:18]1([C:4]([C@@H:6]([NH:9][C:10](=[O:16])[O:11][C:12]([CH3:13])([CH3:14])[CH3:15])[CH2:7][CH3:8])=[O:5])[CH2:20][CH2:19]1. Given the reactants CON(C)[C:4]([C@@H:6]([NH:9][C:10](=[O:16])[O:11][C:12]([CH3:15])([CH3:14])[CH3:13])[CH2:7][CH3:8])=[O:5].[CH:18]1([Mg]Br)[CH2:20][CH2:19]1.O1CCCC1.[Cl-].[NH4+], predict the reaction product. (6) Given the reactants Br[C:2]1[N:6]2[N:7]=[CH:8][CH:9]=[CH:10][C:5]2=[N:4][CH:3]=1.[C:11]([C:13]1[CH:14]=[C:15]([CH:37]=[CH:38][C:39]=1[CH3:40])[C:16]([NH:18][C:19]1[CH:24]=[CH:23][C:22]([CH2:25][N:26]2[CH2:31][CH2:30][N:29]([CH3:32])[CH2:28][CH2:27]2)=[C:21]([C:33]([F:36])([F:35])[F:34])[CH:20]=1)=[O:17])#[CH:12].C(N(C(C)C)CC)(C)C, predict the reaction product. The product is: [N:4]1[CH:3]=[C:2]([C:12]#[C:11][C:13]2[CH:14]=[C:15]([CH:37]=[CH:38][C:39]=2[CH3:40])[C:16]([NH:18][C:19]2[CH:24]=[CH:23][C:22]([CH2:25][N:26]3[CH2:27][CH2:28][N:29]([CH3:32])[CH2:30][CH2:31]3)=[C:21]([C:33]([F:34])([F:36])[F:35])[CH:20]=2)=[O:17])[N:6]2[C:5]=1[CH:10]=[CH:9][CH:8]=[N:7]2. (7) Given the reactants Cl.C(OC(=O)[NH:8][C@H:9]([C:17](=[O:31])[NH:18][C@H:19]1[CH2:25][CH2:24][C@@H:23]([CH3:26])[N:22]([CH2:27][CH2:28][CH3:29])[CH2:21][C@@H:20]1[OH:30])[CH2:10][CH:11]1[CH2:16][CH2:15][CH2:14][CH2:13][CH2:12]1)(C)(C)C, predict the reaction product. The product is: [NH2:8][C@@H:9]([CH2:10][CH:11]1[CH2:12][CH2:13][CH2:14][CH2:15][CH2:16]1)[C:17]([NH:18][C@H:19]1[CH2:25][CH2:24][C@@H:23]([CH3:26])[N:22]([CH2:27][CH2:28][CH3:29])[CH2:21][C@@H:20]1[OH:30])=[O:31]. (8) Given the reactants [BH4-].[Na+].[NH2:3][C:4]1[N:9]=[C:8]([CH3:10])[C:7]([CH:11]=[O:12])=[C:6]([NH:13][CH2:14][CH2:15][CH2:16][CH2:17][CH3:18])[N:5]=1, predict the reaction product. The product is: [NH2:3][C:4]1[N:9]=[C:8]([CH3:10])[C:7]([CH2:11][OH:12])=[C:6]([NH:13][CH2:14][CH2:15][CH2:16][CH2:17][CH3:18])[N:5]=1. (9) Given the reactants [Cl:1][C:2]1[CH:3]=[C:4]2[C:8](=[CH:9][CH:10]=1)[NH:7][CH:6]=[C:5]2[CH2:11][CH2:12][NH:13][C:14](=[O:23])[C:15]1[CH:20]=[CH:19][CH:18]=[C:17]([CH2:21]Cl)[CH:16]=1.[NH:24]1[CH2:29][CH2:28][CH2:27][CH2:26][CH2:25]1.[I-].[Na+], predict the reaction product. The product is: [Cl:1][C:2]1[CH:3]=[C:4]2[C:8](=[CH:9][CH:10]=1)[NH:7][CH:6]=[C:5]2[CH2:11][CH2:12][NH:13][C:14](=[O:23])[C:15]1[CH:20]=[CH:19][CH:18]=[C:17]([CH2:21][N:24]2[CH2:29][CH2:28][CH2:27][CH2:26][CH2:25]2)[CH:16]=1.